This data is from Experimentally validated miRNA-target interactions with 360,000+ pairs, plus equal number of negative samples. The task is: Binary Classification. Given a miRNA mature sequence and a target amino acid sequence, predict their likelihood of interaction. (1) The miRNA is mmu-miR-212-5p with sequence ACCUUGGCUCUAGACUGCUUACU. The protein sequence of the target gene is MSKFVFDSMLPKYPQFQPFISSHHLTTTPPNSSSAAVAAALAAAAASASASVSASSSSNNNSSNTIAGSNTSNTNNSSSSPSSSSNNNSNLNLSGGSLSPSHLSQHLGQSPHSPVSSSSPFQQHHPQVQQQHLNHQQQQHLHHQQQQHHHQYSSLSAALQLQQQQHHISKLAAAAVASHGHAHQQLLLTPPSAGNSQAGDSSCSPSPSASGSSSLHRSLNDNSPGSASASASASAASSVAAAAAAAAAAASSSFAIPTSKMYPYVSNHPSSHGGLSGMAGFTGLEDKSCSRYTDTVMNSY.... Result: 0 (no interaction). (2) The miRNA is hsa-miR-4754 with sequence AUGCGGACCUGGGUUAGCGGAGU. The protein sequence of the target gene is MGNILTCRVHPSVSLEFDQQQGSVCPSESEIYEAGAGDRMAGAPMAAAVQPAEVTVEVGEDLHMHHVRDREMPEALEFNPSANPEASTIFQRNSQTDVVEIRRSNCTNHVSTVRFSQQYSLCSTIFLDDSTAIQHYLTMTIISVTLEIPHHITQRDADRSLSIPDEQLHSFAVSTVHIMKKRNGGGSLNNYSSSIPSTPSTSQEDPQFSVPPTANTPTPVCKRSMRWSNLFTSEKGSDPDKERKAPENHADTIGSGRAIPIKQGMLLKRSGKWLKTWKKKYVTLCSNGVLTYYSSLGDYM.... Result: 0 (no interaction). (3) The miRNA is mmu-miR-1195 with sequence UGAGUUCGAGGCCAGCCUGCUCA. The protein sequence of the target gene is MAAASSSDSDSGRAESNEANSKWLDAHYDPMANIHTFSSCLSLADLHGDGEYKLVVGDLGPGGQQPRLKVLKGPTVLTESPLPALPASAATFLMDQHEPRTPALALASGPCVYVYKNLRPYFKFSLPQLPPNPLEQDVWNQAKEDQIDPLTLKEMLEDIREKADVPLSVQSLRFLQLELSEMEAFVNQHKSKVIKRQTVITTMTTLKKNLADEDAASCLVLGTESKELLVLDPEAFTILAKMSLPSVPVFLEVSGQFDVEFRLTAACRNGSIYILRRDSKHPKYCIELSAQPVGLVRVHK.... Result: 1 (interaction). (4) The miRNA is rno-miR-455-5p with sequence UAUGUGCCUUUGGACUACAUCG. The protein sequence of the target gene is MAEEEETAALTEKVIRTQRVFINLLDSYSSGNIGKFLSNCVVGASLEEITEEEEEEDENKSAMLEASSTKVKEGTFQIVGTLSKPDSPRPDFAVETYSAISREDLLMRLLECDVIIYNITESSQQMEEAIWAVSALSEEVSHFEKRKLFILLSTVMTWARSKALDPEDSEVPFTEEDYRRRKSHPNFLDHINAEKMVLKFGKKARKFAAYVVAAGLQYGAEGGMLHTFFKMAWLGEIPALPVFGDGTNVIPTIHVLDLAGVIQNVIDHVPKPHYLVAVDESVHTLEDIVKCISKNTGPGK.... Result: 0 (no interaction). (5) The miRNA is oar-miR-22-3p with sequence AAGCUGCCAGUUGAAGAACUG. The protein sequence of the target gene is MKFKPNQTRTYDREGFKKRAACLCFRSEQEDEVLLVSSSRYPDQWIVPGGGMEPEEEPGGAAVREVYEEAGVKGKLGRLLGIFENQDRKHRTYVYVLTVTEILEDWEDSVNIGRKREWFKVEDAIKVLQCHKPVHAEYLEKLKLGCSPTNGNSSVPSLPDNNALFVTAAPPSGVPSSIR. Result: 0 (no interaction).